Task: Predict the product of the given reaction.. Dataset: Forward reaction prediction with 1.9M reactions from USPTO patents (1976-2016) (1) Given the reactants [CH3:1][N:2]1[C:7]2[CH:8]=[CH:9][C:10]([N+:12]([O-])=O)=[CH:11][C:6]=2[S:5][CH2:4][C:3]1=[O:15].[Cl-].[NH4+], predict the reaction product. The product is: [CH3:1][N:2]1[C:7]2[CH:8]=[CH:9][C:10]([NH2:12])=[CH:11][C:6]=2[S:5][CH2:4][C:3]1=[O:15]. (2) Given the reactants [OH:1][CH2:2][C:3]1[C:8]([CH3:9])=[CH:7][CH:6]=[C:5]([CH3:10])[C:4]=1[CH2:11][OH:12], predict the reaction product. The product is: [CH3:9][C:8]1[CH:7]=[CH:6][C:5]([CH3:10])=[C:4]2[C:3]=1[CH2:2][O:1][C:11]2=[O:12]. (3) Given the reactants [C:1]1([CH2:7][C:8](Cl)=[O:9])[CH:6]=[CH:5][CH:4]=[CH:3][CH:2]=1.[S-:11][C:12]#[N:13].[K+].[NH2:15][C:16]1[CH:36]=[CH:35][C:19]([O:20][C:21]2[CH:26]=[CH:25][N:24]=[C:23]([NH:27][C:28]([N:30]3[CH2:34][CH2:33][CH2:32][CH2:31]3)=[O:29])[CH:22]=2)=[C:18]([F:37])[CH:17]=1.C(OCC)C, predict the reaction product. The product is: [F:37][C:18]1[CH:17]=[C:16]([NH:15][C:12]([NH:13][C:8](=[O:9])[CH2:7][C:1]2[CH:6]=[CH:5][CH:4]=[CH:3][CH:2]=2)=[S:11])[CH:36]=[CH:35][C:19]=1[O:20][C:21]1[CH:26]=[CH:25][N:24]=[C:23]([NH:27][C:28]([N:30]2[CH2:31][CH2:32][CH2:33][CH2:34]2)=[O:29])[CH:22]=1. (4) The product is: [NH2:40][C@@H:15]([CH2:16][CH2:17][CH2:18][NH:19][C:20]([NH2:39])=[NH:21])[C:14]([NH:11][CH2:10][CH2:9][N:8]([CH3:13])[C:6](=[O:5])[OH:7])=[O:58]. Given the reactants C([O:5][C:6]([N:8]1[CH2:13]C[N:11]([C:14](=[O:58])[C@@H:15]([NH:40]C(OCC2C3C=CC=CC=3C3C2=CC=CC=3)=O)[CH2:16][CH2:17][CH2:18][NH:19]/[C:20](/[NH2:39])=[N:21]/S(C2C(C)=C(C)C3OC(C)(C)CC=3C=2C)(=O)=O)[CH2:10][CH2:9]1)=[O:7])(C)(C)C.C(O)(C(F)(F)F)=O.O.C(OC(N1CCN(C(=O)[C@@H](N)CCCN/C(/N)=N/S(C2C(C)=C(C)C3OC(C)(C)CC=3C=2C)(=O)=O)CC1)=O)(C)(C)C.C(O)(C(F)(F)F)=O.C(#N)C, predict the reaction product. (5) Given the reactants [C:1]([C:5]1[CH:9]=[C:8]([NH2:10])[N:7]([C:11]2[CH:16]=[CH:15][C:14]([CH2:17][C:18]([O:20][CH2:21][CH3:22])=[O:19])=[CH:13][CH:12]=2)[N:6]=1)([CH3:4])([CH3:3])[CH3:2].C(N(CC)CC)C.C1N=CN([C:35]([N:37]2C=N[CH:39]=[CH:38]2)=[O:36])C=1.[F:42][C:43]1[C:48]([F:49])=CC=[CH:45][C:44]=1N, predict the reaction product. The product is: [C:1]([C:5]1[CH:9]=[C:8]([NH:10][C:35]([NH:37][C:38]2[CH:39]=[CH:45][CH:44]=[C:43]([F:42])[C:48]=2[F:49])=[O:36])[N:7]([C:11]2[CH:16]=[CH:15][C:14]([CH2:17][C:18]([O:20][CH2:21][CH3:22])=[O:19])=[CH:13][CH:12]=2)[N:6]=1)([CH3:4])([CH3:2])[CH3:3]. (6) Given the reactants I[C:2]1[CH:7]=[CH:6][C:5]([C:8]2[CH:13]=[CH:12][C:11]([O:14][CH:15]3[CH:20]4[CH2:21][CH2:22][N:17]([CH2:18][CH2:19]4)[CH2:16]3)=[CH:10][CH:9]=2)=[CH:4][CH:3]=1.[NH2:23][C:24]1[CH:29]=[CH:28][CH:27]=[CH:26][CH:25]=1, predict the reaction product. The product is: [N:17]12[CH2:22][CH2:21][CH:20]([CH2:19][CH2:18]1)[CH:15]([O:14][C:11]1[CH:12]=[CH:13][C:8]([C:5]3[CH:6]=[CH:7][C:2]([NH:23][C:24]4[CH:29]=[CH:28][CH:27]=[CH:26][CH:25]=4)=[CH:3][CH:4]=3)=[CH:9][CH:10]=1)[CH2:16]2.